This data is from Reaction yield outcomes from USPTO patents with 853,638 reactions. The task is: Predict the reaction yield, written as a fraction of the theoretical maximum amount of product (1.0 means a 100% yield; for example, 0.34 means a 34% yield). The catalyst is C1(C)C=CC=CC=1. The product is [C:8]([O:9][CH2:10][C:5]([CH2:13][O:14][CH3:15])([C:1]([CH3:2])([CH3:3])[CH3:4])[CH2:6][OH:7])([CH3:16])([CH3:12])[CH3:11]. The reactants are [C:1]([C:5]1([CH2:13][O:14][CH3:15])[CH2:10][O:9][C:8]([CH3:12])([CH3:11])[O:7][CH2:6]1)([CH3:4])([CH3:3])[CH3:2].[CH2:16](OCC)C.C[Mg]I.CCCCCC.C(OCC)(=O)C. The yield is 0.730.